Dataset: Experimentally validated miRNA-target interactions with 360,000+ pairs, plus equal number of negative samples. Task: Binary Classification. Given a miRNA mature sequence and a target amino acid sequence, predict their likelihood of interaction. (1) The protein sequence of the target gene is MPRSPGTRLKPAKYIPVATAAALLVGSSTLFFVFTCPWLTRAVSPAIPVYNGILFLFVLANFSMATFMDPGVFPRADEDEDKEDDFRAPLYKNVDVRGIQVRMKWCATCHFYRPPRCSHCSVCDNCVEDFDHHCPWVNNCIGRRNYRYFFLFLLSLSAHMVGVVAFGLLYVLNHSEGLGAAHTTITMAVMCVAGLFFIPVIGLTGFHVVLVTRGRTTNEQVTGKFRGGVNPFTRGCYGNVEHVLCSPLAPRYVVEPPRMPLSVSLKPPFLRPELLERAVPLKVKLSDNGLKAGRSKSKGS.... Result: 0 (no interaction). The miRNA is hsa-miR-8071 with sequence CGGUGGACUGGAGUGGGUGG. (2) The miRNA is hsa-miR-372-5p with sequence CCUCAAAUGUGGAGCACUAUUCU. The protein sequence of the target gene is MPCTCTWRNWRQWIRPLVAVIYLVSIVVAVPLCVWELQKLEVGIHTKAWFIAGIFLLLTIPISLWVILQHLVHYTQPELQKPIIRILWMVPIYSLDSWIALKYPGIAIYVDTCRECYEAYVIYNFMGFLTNYLTNRYPNLVLILEAKDQQKHFPPLCCCPPWAMGEVLLFRCKLGVLQYTVVRPFTTIVALICELLGIYDEGNFSFSNAWTYLVIINNMSQLFAMYCLLLFYKVLKEELSPIQPVGKFLCVKLVVFVSFWQAVVIALLVKVGVISEKHTWEWQTVEAVATGLQDFIICIE.... Result: 1 (interaction). (3) The miRNA is mmu-miR-200c-3p with sequence UAAUACUGCCGGGUAAUGAUGGA. The protein sequence of the target gene is MKETIQGTGSWGPEPPGPGIPPAYSSPRRERLRWPPPPKPRLKSGGGFGPDPGSGTTVPARRLPVPRPSFDASASEEEEEEEEEEDEDEEEEVAAWRLPPRWSQLGTSQRPRPSRPTHRKTCSQRRRRAMRAFRMLLYSKSTSLTFHWKLWGRHRGRRRGLAHPKNHLSPQQGGATPQVPSPCCRFDSPRGPPPPRLGLLGALMAEDGVRGSPPVPSGPPMEEDGLRWTPKSPLDPDSGLLSCTLPNGFGGQSGPEGERSLAPPDASILISNVCSIGDHVAQELFQGSDLGMAEEAERPG.... Result: 0 (no interaction).